Dataset: Peptide-MHC class I binding affinity with 185,985 pairs from IEDB/IMGT. Task: Regression. Given a peptide amino acid sequence and an MHC pseudo amino acid sequence, predict their binding affinity value. This is MHC class I binding data. The peptide sequence is KMSTDNAVY. The MHC is HLA-A33:01 with pseudo-sequence HLA-A33:01. The binding affinity (normalized) is 0.